Dataset: Full USPTO retrosynthesis dataset with 1.9M reactions from patents (1976-2016). Task: Predict the reactants needed to synthesize the given product. (1) Given the product [Cl:9][C:10]1[CH:11]=[C:12]2[C:17](=[CH:18][CH:19]=1)[CH:16]=[C:15]([S:20]([N:23]([CH2:30][CH:31]=[O:32])[CH2:24][C:25]([O:27][CH2:28][CH3:29])=[O:26])(=[O:22])=[O:21])[CH:14]=[CH:13]2, predict the reactants needed to synthesize it. The reactants are: FC(F)(F)C(O)=O.O.[Cl:9][C:10]1[CH:11]=[C:12]2[C:17](=[CH:18][CH:19]=1)[CH:16]=[C:15]([S:20]([N:23]([CH2:30][CH:31](OCC)[O:32]CC)[CH2:24][C:25]([O:27][CH2:28][CH3:29])=[O:26])(=[O:22])=[O:21])[CH:14]=[CH:13]2.C(=O)([O-])O.[Na+]. (2) Given the product [NH2:1][C:2]1[C:11]([Cl:12])=[C:10]([NH:32][CH2:31][CH2:30][NH:29][C:24]2[CH:25]=[CH:26][CH:27]=[CH:28][N:23]=2)[C:9]([O:14][CH3:15])=[C:8]2[C:3]=1[C:4](=[O:22])[C:5]([C:19]([OH:21])=[O:20])=[CH:6][N:7]2[CH:16]1[CH2:18][CH2:17]1, predict the reactants needed to synthesize it. The reactants are: [NH2:1][C:2]1[C:11]([Cl:12])=[C:10](F)[C:9]([O:14][CH3:15])=[C:8]2[C:3]=1[C:4](=[O:22])[C:5]([C:19]([OH:21])=[O:20])=[CH:6][N:7]2[CH:16]1[CH2:18][CH2:17]1.[N:23]1[CH:28]=[CH:27][CH:26]=[CH:25][C:24]=1[NH:29][CH2:30][CH2:31][NH2:32].C(N(CC)CC)C.CC(O)=O. (3) Given the product [Cl:8][C:9]1[CH:17]=[C:16]([C:25]#[C:24][Si:21]([CH3:23])([CH3:22])[CH3:20])[C:12]2[O:13][CH2:14][O:15][C:11]=2[C:10]=1[NH2:19], predict the reactants needed to synthesize it. The reactants are: C(NC(C)C)(C)C.[Cl:8][C:9]1[CH:17]=[C:16](I)[C:12]2[O:13][CH2:14][O:15][C:11]=2[C:10]=1[NH2:19].[CH3:20][Si:21]([C:24]#[CH:25])([CH3:23])[CH3:22]. (4) Given the product [CH3:21][C:2]1([CH3:1])[C:6]2([CH2:11][CH2:10][C:9]([C:23]3[C:27]([CH2:28][N:29]([CH3:41])[CH2:30][CH2:31][N:32]([CH3:40])[C:33](=[O:39])[O:34][C:35]([CH3:38])([CH3:37])[CH3:36])=[CH:26][N:25]([CH:42]4[CH2:47][CH2:46][CH2:45][CH2:44][O:43]4)[N:24]=3)=[CH:8][CH2:7]2)[CH2:5][CH2:4][O:3]1, predict the reactants needed to synthesize it. The reactants are: [CH3:1][C:2]1([CH3:21])[C:6]2([CH2:11][CH2:10][C:9](B3OC(C)(C)C(C)(C)O3)=[CH:8][CH2:7]2)[CH2:5][CH2:4][O:3]1.I[C:23]1[C:27]([CH2:28][N:29]([CH3:41])[CH2:30][CH2:31][N:32]([CH3:40])[C:33](=[O:39])[O:34][C:35]([CH3:38])([CH3:37])[CH3:36])=[CH:26][N:25]([CH:42]2[CH2:47][CH2:46][CH2:45][CH2:44][O:43]2)[N:24]=1.C(=O)([O-])[O-].[K+].[K+].O1CCOCC1. (5) Given the product [OH2:2].[S:1]([OH:5])([OH:4])(=[O:3])=[O:2].[C:6]([C@H:9]1[O:14][CH2:13][C@H:12]([NH:15][C:16]([C@@H:18]2[NH:32][C:31]3([CH2:33][CH2:34][C:35]([CH3:39])([CH3:38])[CH2:36][CH2:37]3)[C@:20]3([C:28]4[C:23](=[CH:24][C:25]([Cl:29])=[CH:26][CH:27]=4)[NH:22][C:21]3=[O:30])[C@H:19]2[C:40]2[CH:45]=[CH:44][N:43]=[C:42]([Cl:46])[C:41]=2[F:47])=[O:17])[CH2:11][CH2:10]1)(=[O:8])[NH2:7].[CH3:6][CH:9]([OH:14])[CH3:10], predict the reactants needed to synthesize it. The reactants are: [S:1](=[O:5])(=[O:4])([OH:3])[OH:2].[C:6]([C@H:9]1[O:14][CH2:13][C@H:12]([NH:15][C:16]([C@@H:18]2[NH:32][C:31]3([CH2:37][CH2:36][C:35]([CH3:39])([CH3:38])[CH2:34][CH2:33]3)[C@:20]3([C:28]4[C:23](=[CH:24][C:25]([Cl:29])=[CH:26][CH:27]=4)[NH:22][C:21]3=[O:30])[C@H:19]2[C:40]2[CH:45]=[CH:44][N:43]=[C:42]([Cl:46])[C:41]=2[F:47])=[O:17])[CH2:11][CH2:10]1)(=[O:8])[NH2:7]. (6) Given the product [CH3:12][C@H:17]1[CH2:16][C@@H:27]([OH:30])[C@H:13]([CH:14]([CH3:15])[CH3:1])[CH2:19][CH2:18]1, predict the reactants needed to synthesize it. The reactants are: [C:1]1(CCC(O)C)C=CC=CC=1.[CH2:12]1[CH:17]2[CH:18]3[NH+]([O-])[CH:15]([CH2:16]2)[CH2:14][CH:13]1[CH2:19]3.[Br-].[K+].Cl.OO.[C:27](=[O:30])([O-])[O-].[Na+].[Na+].S([O-])([O-])(=O)=S.[Na+].[Na+]. (7) Given the product [C:13](=[O:14])([O:8][C:5]1[CH:6]=[CH:7][C:2]([F:1])=[CH:3][CH:4]=1)[O:15][CH:16]([Cl:9])[CH3:17], predict the reactants needed to synthesize it. The reactants are: [F:1][C:2]1[CH:7]=[CH:6][C:5]([OH:8])=[CH:4][CH:3]=1.[Cl:9]CCl.Cl[C:13]([O:15][CH2:16][CH2:17]Cl)=[O:14].